This data is from CYP2C19 inhibition data for predicting drug metabolism from PubChem BioAssay. The task is: Regression/Classification. Given a drug SMILES string, predict its absorption, distribution, metabolism, or excretion properties. Task type varies by dataset: regression for continuous measurements (e.g., permeability, clearance, half-life) or binary classification for categorical outcomes (e.g., BBB penetration, CYP inhibition). Dataset: cyp2c19_veith. (1) The molecule is C[C@@H]1CC[C@H]2C(=O)N3[C@@H](CC[C@@H](C)[C@@H]3c3ccc(Br)cc3)C(=O)N2[C@@H]1c1ccc(Br)cc1. The result is 0 (non-inhibitor). (2) The drug is OC(CN1CCCCC1)CN1CCCCC1. The result is 0 (non-inhibitor). (3) The compound is O=c1c(-c2cc(F)cc(F)c2)nc2cnc(N3CCNCC3)nc2n1-c1ccccc1. The result is 0 (non-inhibitor). (4) The molecule is O=C(NCCOC12CC3CC(CC(C3)C1)C2)c1cccc(Br)c1. The result is 1 (inhibitor). (5) The compound is Clc1ccc([C@@H]2C[C@H]3CC[C@@H]2N3)cn1. The result is 0 (non-inhibitor). (6) The molecule is COC(=O)N1CCC2(CC1)CN(C(=O)Nc1ccc(OC)cc1)C2. The result is 0 (non-inhibitor).